From a dataset of Reaction yield outcomes from USPTO patents with 853,638 reactions. Predict the reaction yield, written as a fraction of the theoretical maximum amount of product (1.0 means a 100% yield; for example, 0.34 means a 34% yield). (1) The reactants are [N:1]1[CH:6]=[CH:5][CH:4]=[CH:3][C:2]=1[NH:7][C:8]1[CH:12]=[C:11]([S:13][C:14]2[CH:15]=[C:16]([CH:20]=[CH:21][CH:22]=2)[C:17]([OH:19])=O)[NH:10][N:9]=1.[F:23][C:24]1[CH:29]=[CH:28][C:27]([S:30]([N:33]2[CH2:36][CH:35]([NH:37]C(=O)OC(C)(C)C)[CH2:34]2)(=[O:32])=[O:31])=[CH:26][CH:25]=1. No catalyst specified. The product is [F:23][C:24]1[CH:25]=[CH:26][C:27]([S:30]([N:33]2[CH2:36][CH:35]([NH:37][C:17](=[O:19])[C:16]3[CH:20]=[CH:21][CH:22]=[C:14]([S:13][C:11]4[NH:10][N:9]=[C:8]([NH:7][C:2]5[CH:3]=[CH:4][CH:5]=[CH:6][N:1]=5)[CH:12]=4)[CH:15]=3)[CH2:34]2)(=[O:31])=[O:32])=[CH:28][CH:29]=1. The yield is 0.300. (2) The reactants are Cl[C:2]1[C:11]2[C:6](=[CH:7][C:8]([O:14][CH2:15][CH2:16][CH2:17][N:18]3[CH2:22][CH2:21][CH2:20][CH2:19]3)=[C:9]([O:12][CH3:13])[CH:10]=2)[N:5]=[CH:4][N:3]=1.[CH3:23][C:24]1([CH3:36])[CH:33]=[C:32]([CH3:34])[C:31]2[C:26](=[CH:27][CH:28]=[C:29]([OH:35])[CH:30]=2)[NH:25]1. No catalyst specified. The product is [CH3:13][O:12][C:9]1[CH:10]=[C:11]2[C:6](=[CH:7][C:8]=1[O:14][CH2:15][CH2:16][CH2:17][N:18]1[CH2:22][CH2:21][CH2:20][CH2:19]1)[N:5]=[CH:4][N:3]=[C:2]2[O:35][C:29]1[CH:30]=[C:31]2[C:26](=[CH:27][CH:28]=1)[NH:25][C:24]([CH3:36])([CH3:23])[CH:33]=[C:32]2[CH3:34]. The yield is 0.470. (3) The reactants are [CH3:1][O:2][C:3]1[CH:10]=[CH:9][C:6]([CH:7]=O)=[CH:5][CH:4]=1.[CH:11]1([NH2:15])[CH2:14][CH2:13][CH2:12]1.[O-]S([O-])(=O)=O.[Na+].[Na+].[BH4-].[Na+]. The catalyst is ClCCl.[OH-].[Na+].Cl([O-])(=O)(=O)=O.[Mg+2].Cl([O-])(=O)(=O)=O. The product is [CH3:1][O:2][C:3]1[CH:10]=[CH:9][C:6]([CH2:7][NH:15][CH:11]2[CH2:14][CH2:13][CH2:12]2)=[CH:5][CH:4]=1. The yield is 0.820. (4) The reactants are C([N-]C(C)C)(C)C.[Li+].[CH:9]1([C:13]#[N:14])[CH2:12][CH2:11][CH2:10]1.[Br:15][C:16]1[CH:21]=[CH:20][C:19]([CH2:22]Br)=[C:18]([I:24])[CH:17]=1. The catalyst is C1COCC1. The product is [Br:15][C:16]1[CH:21]=[CH:20][C:19]([CH2:22][C:9]2([C:13]#[N:14])[CH2:12][CH2:11][CH2:10]2)=[C:18]([I:24])[CH:17]=1. The yield is 0.890. (5) The reactants are [C:1]1([C:7]2[CH:12]=[C:11]([N:13]3[CH2:18][CH2:17][NH:16][CH2:15][CH2:14]3)[N:10]=[N:9][C:8]=2[C:19]([F:22])([F:21])[F:20])[CH:6]=[CH:5][CH:4]=[CH:3][CH:2]=1.[CH:23](=O)[CH3:24].C(O[BH-](OC(=O)C)OC(=O)C)(=O)C.[Na+].ClCCl. The catalyst is O1CCCC1. The product is [CH2:23]([N:16]1[CH2:15][CH2:14][N:13]([C:11]2[N:10]=[N:9][C:8]([C:19]([F:22])([F:21])[F:20])=[C:7]([C:1]3[CH:2]=[CH:3][CH:4]=[CH:5][CH:6]=3)[CH:12]=2)[CH2:18][CH2:17]1)[CH3:24]. The yield is 0.210. (6) The reactants are [CH3:1][O:2][C:3]1[CH:12]=[C:11]2[C:6]([CH2:7][CH2:8][NH:9][C:10]2=[O:13])=[CH:5][CH:4]=1.C1C(=O)N([Cl:21])C(=O)C1.C([O-])([O-])=O.[Na+].[Na+]. The catalyst is OS(O)(=O)=O. The product is [Cl:21][C:12]1[C:3]([O:2][CH3:1])=[CH:4][CH:5]=[C:6]2[C:11]=1[C:10](=[O:13])[NH:9][CH2:8][CH2:7]2. The yield is 0.500. (7) The reactants are [Br:1][C:2]1[CH:7]=[C:6]([CH2:8][CH2:9][OH:10])[CH:5]=[C:4]([Br:11])[C:3]=1[OH:12].CC(C)([O-])C.[K+].[Cl:19][C:20]1[N:21]=[N:22][C:23](Cl)=[CH:24][C:25]=1[CH:26]([CH3:28])[CH3:27]. The catalyst is CN(C)C(=O)C.O. The product is [Br:1][C:2]1[CH:7]=[C:6]([CH2:8][CH2:9][OH:10])[CH:5]=[C:4]([Br:11])[C:3]=1[O:12][C:23]1[N:22]=[N:21][C:20]([Cl:19])=[C:25]([CH:26]([CH3:28])[CH3:27])[CH:24]=1. The yield is 0.490. (8) The reactants are [Cl:1][C:2]1[CH:10]=[C:9]2[C:5]([CH2:6][CH2:7][C:8]2([CH3:12])[CH3:11])=[CH:4][CH:3]=1.CC(C)=[O:15].S([O-])([O-])(=O)=O.[Mg+2].[Mn]([O-])(=O)(=O)=O.[K+]. The catalyst is O. The product is [Cl:1][C:2]1[CH:10]=[C:9]2[C:5](=[CH:4][CH:3]=1)[C:6](=[O:15])[CH2:7][C:8]2([CH3:12])[CH3:11]. The yield is 0.670. (9) The reactants are [F:1][C:2]1[CH:3]=[CH:4][C:5]([O:33][CH3:34])=[C:6]([C:8]2[N:12](CCOC[Si](C)(C)C)[N:11]=[CH:10][C:9]=2[NH:21][C:22]([C:24]2[CH:25]=[N:26][N:27]3[CH:32]=[CH:31][CH:30]=[N:29][C:28]=23)=[O:23])[CH:7]=1.Cl. The catalyst is C(O)C.O. The product is [F:1][C:2]1[CH:3]=[CH:4][C:5]([O:33][CH3:34])=[C:6]([C:8]2[NH:12][N:11]=[CH:10][C:9]=2[NH:21][C:22]([C:24]2[CH:25]=[N:26][N:27]3[CH:32]=[CH:31][CH:30]=[N:29][C:28]=23)=[O:23])[CH:7]=1. The yield is 0.920.